Dataset: NCI-60 drug combinations with 297,098 pairs across 59 cell lines. Task: Regression. Given two drug SMILES strings and cell line genomic features, predict the synergy score measuring deviation from expected non-interaction effect. (1) Drug 1: CS(=O)(=O)CCNCC1=CC=C(O1)C2=CC3=C(C=C2)N=CN=C3NC4=CC(=C(C=C4)OCC5=CC(=CC=C5)F)Cl. Drug 2: CC(C)NC(=O)C1=CC=C(C=C1)CNNC.Cl. Cell line: HS 578T. Synergy scores: CSS=2.16, Synergy_ZIP=-1.28, Synergy_Bliss=-2.44, Synergy_Loewe=0.0899, Synergy_HSA=-2.03. (2) Drug 1: CCN(CC)CCNC(=O)C1=C(NC(=C1C)C=C2C3=C(C=CC(=C3)F)NC2=O)C. Drug 2: CCCCC(=O)OCC(=O)C1(CC(C2=C(C1)C(=C3C(=C2O)C(=O)C4=C(C3=O)C=CC=C4OC)O)OC5CC(C(C(O5)C)O)NC(=O)C(F)(F)F)O. Cell line: HOP-62. Synergy scores: CSS=24.6, Synergy_ZIP=2.03, Synergy_Bliss=3.80, Synergy_Loewe=5.48, Synergy_HSA=2.88. (3) Drug 1: CC12CCC3C(C1CCC2=O)CC(=C)C4=CC(=O)C=CC34C. Drug 2: CC=C1C(=O)NC(C(=O)OC2CC(=O)NC(C(=O)NC(CSSCCC=C2)C(=O)N1)C(C)C)C(C)C. Cell line: OVCAR-8. Synergy scores: CSS=86.5, Synergy_ZIP=0.784, Synergy_Bliss=-0.978, Synergy_Loewe=-6.99, Synergy_HSA=1.41. (4) Drug 1: COC1=C(C=C2C(=C1)N=CN=C2NC3=CC(=C(C=C3)F)Cl)OCCCN4CCOCC4. Drug 2: CC1=CC2C(CCC3(C2CCC3(C(=O)C)OC(=O)C)C)C4(C1=CC(=O)CC4)C. Cell line: BT-549. Synergy scores: CSS=24.8, Synergy_ZIP=-1.68, Synergy_Bliss=4.40, Synergy_Loewe=-22.5, Synergy_HSA=2.31. (5) Drug 2: C1CN1C2=NC(=NC(=N2)N3CC3)N4CC4. Cell line: KM12. Synergy scores: CSS=18.3, Synergy_ZIP=-5.78, Synergy_Bliss=2.13, Synergy_Loewe=-17.4, Synergy_HSA=0.800. Drug 1: CCCCCOC(=O)NC1=NC(=O)N(C=C1F)C2C(C(C(O2)C)O)O. (6) Drug 1: C1=C(C(=O)NC(=O)N1)F. Drug 2: CC12CCC3C(C1CCC2OP(=O)(O)O)CCC4=C3C=CC(=C4)OC(=O)N(CCCl)CCCl.[Na+]. Cell line: EKVX. Synergy scores: CSS=28.9, Synergy_ZIP=-0.572, Synergy_Bliss=-3.00, Synergy_Loewe=-7.32, Synergy_HSA=-2.07. (7) Drug 1: CCCS(=O)(=O)NC1=C(C(=C(C=C1)F)C(=O)C2=CNC3=C2C=C(C=N3)C4=CC=C(C=C4)Cl)F. Drug 2: CC1=C(C=C(C=C1)NC2=NC=CC(=N2)N(C)C3=CC4=NN(C(=C4C=C3)C)C)S(=O)(=O)N.Cl. Cell line: UACC-257. Synergy scores: CSS=45.7, Synergy_ZIP=10.6, Synergy_Bliss=11.9, Synergy_Loewe=-0.986, Synergy_HSA=11.4. (8) Drug 1: CCC1=CC2CC(C3=C(CN(C2)C1)C4=CC=CC=C4N3)(C5=C(C=C6C(=C5)C78CCN9C7C(C=CC9)(C(C(C8N6C)(C(=O)OC)O)OC(=O)C)CC)OC)C(=O)OC.C(C(C(=O)O)O)(C(=O)O)O. Drug 2: CC1=CC=C(C=C1)C2=CC(=NN2C3=CC=C(C=C3)S(=O)(=O)N)C(F)(F)F. Cell line: KM12. Synergy scores: CSS=54.6, Synergy_ZIP=-4.27, Synergy_Bliss=-4.60, Synergy_Loewe=-5.86, Synergy_HSA=1.81. (9) Drug 1: CCC1(CC2CC(C3=C(CCN(C2)C1)C4=CC=CC=C4N3)(C5=C(C=C6C(=C5)C78CCN9C7C(C=CC9)(C(C(C8N6C)(C(=O)OC)O)OC(=O)C)CC)OC)C(=O)OC)O.OS(=O)(=O)O. Drug 2: C1C(C(OC1N2C=NC3=C2NC=NCC3O)CO)O. Cell line: NCIH23. Synergy scores: CSS=-1.66, Synergy_ZIP=-0.622, Synergy_Bliss=-2.90, Synergy_Loewe=-2.58, Synergy_HSA=-5.29. (10) Drug 1: C1=CC=C(C=C1)NC(=O)CCCCCCC(=O)NO. Drug 2: CCC1(C2=C(COC1=O)C(=O)N3CC4=CC5=C(C=CC(=C5CN(C)C)O)N=C4C3=C2)O.Cl. Cell line: OVCAR-5. Synergy scores: CSS=22.9, Synergy_ZIP=-3.55, Synergy_Bliss=5.00, Synergy_Loewe=2.09, Synergy_HSA=6.08.